Task: Predict the reactants needed to synthesize the given product.. Dataset: Full USPTO retrosynthesis dataset with 1.9M reactions from patents (1976-2016) (1) Given the product [Br:1][C:2]1[CH:3]=[C:4]2[C:9](=[CH:10][CH:11]=1)[C:8]([N:21]1[CH2:20][CH:19]3[CH2:24][CH:22]1[CH2:23][N:18]3[CH:15]([CH3:17])[CH3:16])=[N:7][N:6]=[CH:5]2, predict the reactants needed to synthesize it. The reactants are: [Br:1][C:2]1[CH:3]=[C:4]2[C:9](=[CH:10][CH:11]=1)[C:8](Cl)=[N:7][N:6]=[CH:5]2.Cl.Cl.[CH:15]([N:18]1[CH2:23][CH:22]2[CH2:24][CH:19]1[CH2:20][NH:21]2)([CH3:17])[CH3:16].C(=O)([O-])[O-].[K+].[K+]. (2) Given the product [CH3:18][C:15]1[CH:16]=[CH:17][C:12]([C:10]2[CH:9]=[C:4]([CH:3]=[C:2]([N:19]3[CH2:24][CH2:23][O:22][CH2:21][C:20]3=[O:25])[CH:11]=2)[C:5]([O:7][CH3:8])=[O:6])=[N:13][CH:14]=1, predict the reactants needed to synthesize it. The reactants are: Br[C:2]1[CH:3]=[C:4]([CH:9]=[C:10]([C:12]2[CH:17]=[CH:16][C:15]([CH3:18])=[CH:14][N:13]=2)[CH:11]=1)[C:5]([O:7][CH3:8])=[O:6].[NH:19]1[CH2:24][CH2:23][O:22][CH2:21][C:20]1=[O:25].C(=O)([O-])[O-].[Cs+].[Cs+].CC1(C)C2C(=C(P(C3C=CC=CC=3)C3C=CC=CC=3)C=CC=2)OC2C(P(C3C=CC=CC=3)C3C=CC=CC=3)=CC=CC1=2. (3) Given the product [ClH:29].[CH3:17][NH:19][C:12]([CH:11]1[CH2:15][CH2:16][NH:8][CH2:9][CH2:10]1)=[O:13], predict the reactants needed to synthesize it. The reactants are: C([N:8]1[CH2:16][CH2:15][CH:11]([C:12](O)=[O:13])[CH2:10][CH2:9]1)(OC(C)(C)C)=O.[C:17](N1C=CN=C1)([N:19]1C=CN=C1)=O.[ClH:29].CN.C(N(CC)CC)C. (4) Given the product [NH2:9][C@H:6]1[CH2:5][CH2:4][C@H:3]([CH2:2][NH:1][C:25](=[O:26])[O:27][CH2:28][C:29]2[CH:34]=[CH:33][CH:32]=[CH:31][CH:30]=2)[CH2:8][CH2:7]1, predict the reactants needed to synthesize it. The reactants are: [NH2:1][CH2:2][C@H:3]1[CH2:8][CH2:7][C@H:6]([NH:9]C(=O)OC(C)(C)C)[CH2:5][CH2:4]1.C(N(CC)CC)C.Cl[C:25]([O:27][CH2:28][C:29]1[CH:34]=[CH:33][CH:32]=[CH:31][CH:30]=1)=[O:26]. (5) The reactants are: [CH:1]1[C:14]2[C:5](=[CH:6][C:7]3[C:12]([C:13]=2[CH2:15][O:16][C:17](=[O:25])[NH:18][CH2:19][CH2:20][O:21][CH2:22][CH2:23][OH:24])=[CH:11][CH:10]=[CH:9][CH:8]=3)[CH:4]=[CH:3][CH:2]=1.[H-].[Na+].C1COCC1.[Cl:33][CH2:34][CH2:35][CH2:36][CH2:37][CH2:38][CH2:39]I. Given the product [CH:11]1[C:12]2[C:7](=[CH:6][C:5]3[C:14]([C:13]=2[CH2:15][O:16][C:17](=[O:25])[NH:18][CH2:19][CH2:20][O:21][CH2:22][CH2:23][O:24][CH2:39][CH2:38][CH2:37][CH2:36][CH2:35][CH2:34][Cl:33])=[CH:1][CH:2]=[CH:3][CH:4]=3)[CH:8]=[CH:9][CH:10]=1, predict the reactants needed to synthesize it. (6) Given the product [S:31]1[C:35]([CH2:36][NH:37][C:19](=[O:20])[C:18]2[CH:22]=[CH:23][C:15]([N:13]3[CH2:12][C:10]4[CH2:11][N:7]([C:5](=[O:6])[C:4]5[CH:24]=[CH:25][CH:26]=[CH:27][C:3]=5[C:2]([F:28])([F:1])[F:29])[CH2:8][C:9]=4[CH2:14]3)=[N:16][CH:17]=2)=[CH:34][N:33]=[CH:32]1, predict the reactants needed to synthesize it. The reactants are: [F:1][C:2]([F:29])([F:28])[C:3]1[CH:27]=[CH:26][CH:25]=[CH:24][C:4]=1[C:5]([N:7]1[CH2:11][C:10]2[CH2:12][N:13]([C:15]3[CH:23]=[CH:22][C:18]([C:19](O)=[O:20])=[CH:17][N:16]=3)[CH2:14][C:9]=2[CH2:8]1)=[O:6].Cl.[S:31]1[C:35]([CH2:36][NH2:37])=[CH:34][N:33]=[CH:32]1.